Dataset: Catalyst prediction with 721,799 reactions and 888 catalyst types from USPTO. Task: Predict which catalyst facilitates the given reaction. (1) Reactant: Cl[CH2:2][C:3]1[O:7][N:6]=[C:5]([C:8]2[CH:13]=[CH:12][CH:11]=[C:10]([F:14])[CH:9]=2)[N:4]=1.[CH3:15][C:16]1[S:17][C:18]2[CH:24]=[CH:23][C:22]([O:25][CH2:26][CH:27]([OH:35])[CH2:28][N:29]3[CH2:34][CH2:33][NH:32][CH2:31][CH2:30]3)=[CH:21][C:19]=2[N:20]=1.C(N(C(C)C)CC)(C)C. Product: [F:14][C:10]1[CH:9]=[C:8]([C:5]2[N:4]=[C:3]([CH2:2][N:32]3[CH2:33][CH2:34][N:29]([CH2:28][CH:27]([OH:35])[CH2:26][O:25][C:22]4[CH:23]=[CH:24][C:18]5[S:17][C:16]([CH3:15])=[N:20][C:19]=5[CH:21]=4)[CH2:30][CH2:31]3)[O:7][N:6]=2)[CH:13]=[CH:12][CH:11]=1. The catalyst class is: 14. (2) Reactant: [H-].[Na+].[O:3]1[CH2:8][CH2:7][CH2:6][CH2:5][CH:4]1[O:9][CH2:10][C:11]#[C:12][CH2:13][C@@H:14]([OH:16])[CH3:15].[CH2:17]([O:19][CH:20]([O:23][CH2:24][CH3:25])[CH2:21]I)[CH3:18]. Product: [CH2:17]([O:19][CH:20]([O:23][CH2:24][CH3:25])[CH2:21][O:16][C@@H:14]([CH3:15])[CH2:13][C:12]#[C:11][CH2:10][O:9][CH:4]1[CH2:5][CH2:6][CH2:7][CH2:8][O:3]1)[CH3:18]. The catalyst class is: 7.